This data is from Full USPTO retrosynthesis dataset with 1.9M reactions from patents (1976-2016). The task is: Predict the reactants needed to synthesize the given product. The reactants are: C(OC(=O)[NH:7][C:8]([CH2:31][OH:32])([CH2:29][OH:30])[CH2:9][CH2:10][C:11]1[CH:16]=[CH:15][C:14]([S:17][CH2:18][CH2:19][CH2:20][CH2:21][CH2:22][CH2:23][CH3:24])=[C:13]([C:25]([F:28])([F:27])[F:26])[CH:12]=1)(C)(C)C.O1CCOCC1.[ClH:40]. Given the product [ClH:40].[NH2:7][C:8]([CH2:9][CH2:10][C:11]1[CH:16]=[CH:15][C:14]([S:17][CH2:18][CH2:19][CH2:20][CH2:21][CH2:22][CH2:23][CH3:24])=[C:13]([C:25]([F:28])([F:26])[F:27])[CH:12]=1)([CH2:29][OH:30])[CH2:31][OH:32], predict the reactants needed to synthesize it.